Dataset: Forward reaction prediction with 1.9M reactions from USPTO patents (1976-2016). Task: Predict the product of the given reaction. Given the reactants Cl.[NH2:2][C@@H:3]1[CH2:12][CH2:11][CH2:10][C:9]2[C:8]([C:13]3[S:17][C:16]([C:18]4[CH:19]=[CH:20][C:21]([O:26][CH:27]([CH3:29])[CH3:28])=[C:22]([CH:25]=4)[C:23]#[N:24])=[N:15][N:14]=3)=[CH:7][CH:6]=[CH:5][C:4]1=2.[C:30](Cl)(=[O:32])[CH3:31].CCN(CC)CC, predict the reaction product. The product is: [C:23]([C:22]1[CH:25]=[C:18]([C:16]2[S:17][C:13]([C:8]3[CH:7]=[CH:6][CH:5]=[C:4]4[C:9]=3[CH2:10][CH2:11][CH2:12][C@H:3]4[NH:2][C:30](=[O:32])[CH3:31])=[N:14][N:15]=2)[CH:19]=[CH:20][C:21]=1[O:26][CH:27]([CH3:29])[CH3:28])#[N:24].